Regression. Given a peptide amino acid sequence and an MHC pseudo amino acid sequence, predict their binding affinity value. This is MHC class II binding data. From a dataset of Peptide-MHC class II binding affinity with 134,281 pairs from IEDB. The peptide sequence is SLYVRASGRVTVSTK. The MHC is DRB5_0101 with pseudo-sequence DRB5_0101. The binding affinity (normalized) is 0.446.